Dataset: Forward reaction prediction with 1.9M reactions from USPTO patents (1976-2016). Task: Predict the product of the given reaction. (1) Given the reactants [CH2:1]([C:5]1[CH:13]=[CH:12][C:8]([C:9]([OH:11])=O)=[CH:7][CH:6]=1)[CH:2]([CH3:4])[CH3:3].C1CN([P+](ON2N=NC3C=CC=CC2=3)(N2CCCC2)N2CCCC2)CC1.F[P-](F)(F)(F)(F)F.C(N(C(C)C)CC)(C)C.[Cl:56][C:57]1[N:62]=[CH:61][C:60]([C:63](=[N:65]O)[NH2:64])=[CH:59][CH:58]=1.CCCC[N+](CCCC)(CCCC)CCCC.[F-], predict the reaction product. The product is: [Cl:56][C:57]1[CH:58]=[CH:59][C:60]([C:63]2[N:65]=[C:9]([C:8]3[CH:7]=[CH:6][C:5]([CH2:1][CH:2]([CH3:3])[CH3:4])=[CH:13][CH:12]=3)[O:11][N:64]=2)=[CH:61][N:62]=1. (2) Given the reactants [Cl:1][C:2]1[CH:3]=[C:4]([NH:9][C:10]([NH2:12])=[S:11])[CH:5]=[C:6]([Cl:8])[CH:7]=1.[C:13]([CH2:15][C:16](OCC)=[O:17])#[N:14].S(=O)(=O)(O)O, predict the reaction product. The product is: [NH2:14][C:13]1[N:9]([C:4]2[CH:3]=[C:2]([Cl:1])[CH:7]=[C:6]([Cl:8])[CH:5]=2)[C:10](=[S:11])[NH:12][C:16](=[O:17])[CH:15]=1. (3) Given the reactants FC1[C:3](=[O:9])NC(=O)NC=1.C[C@]12N3C4C=CC=CC=4C4C5CNC(=O)C=5C5=C(C=43)N(C3C=CC=CC=35)[C@H]([O:16]1)C[C@@H](NC)[C@H]2OC.CC[N+](CCC[N+]1C(C2C=CC=CC=2)=C2C(C=CC(N)=C2)=C2C=1C=C(N)C=C2)(CC)C.[I-].[I-].[CH:78]1[C:83](N=C=S)=[CH:82][C:81]2[C:87]([O:89][C:90]3([C:100]4[CH:101]=[CH:102][C:103]([OH:105])=[CH:104][C:99]=4[O:98][C:92]4[CH:93]=[C:94]([OH:97])[CH:95]=[CH:96][C:91]3=4)[C:80]=2[CH:79]=1)=[O:88], predict the reaction product. The product is: [CH:83]1[C:78]([C:3]([OH:9])=[O:16])=[CH:79][C:80]2[C:90]3([O:89][C:87](=[O:88])[C:81]=2[CH:82]=1)[C:91]1[CH:96]=[CH:95][C:94]([OH:97])=[CH:93][C:92]=1[O:98][C:99]1[CH:104]=[C:103]([OH:105])[CH:102]=[CH:101][C:100]3=1. (4) The product is: [Br:1][C:2]1[CH:7]=[CH:6][C:5]([C:8]2[C:12]3[CH:13]=[CH:14][C:15]([O:17][CH2:18][CH2:19][CH2:20][N:26]4[CH2:27][CH2:28][N:23]([CH3:22])[CH2:24][CH2:25]4)=[CH:16][C:11]=3[S:10][N:9]=2)=[CH:4][CH:3]=1. Given the reactants [Br:1][C:2]1[CH:7]=[CH:6][C:5]([C:8]2[C:12]3[CH:13]=[CH:14][C:15]([O:17][CH2:18][CH2:19][CH2:20]Br)=[CH:16][C:11]=3[S:10][N:9]=2)=[CH:4][CH:3]=1.[CH3:22][N:23]1[CH2:28][CH2:27][NH:26][CH2:25][CH2:24]1, predict the reaction product. (5) Given the reactants C(N(C1CCNCC1)C(=O)OC(C)(C)C)C.[F:17][C:18]1[CH:19]=[C:20]([C@@H:25]([CH:37]2[CH2:42][CH2:41][N:40]([S:43]([CH3:46])(=[O:45])=[O:44])[CH2:39][CH2:38]2)[CH2:26][CH2:27][N:28]2[CH2:33][CH2:32][CH:31]([NH:34][CH2:35]C)[CH2:30][CH2:29]2)[CH:21]=[C:22]([F:24])[CH:23]=1, predict the reaction product. The product is: [F:24][C:22]1[CH:21]=[C:20]([C@@H:25]([CH:37]2[CH2:42][CH2:41][N:40]([S:43]([CH3:46])(=[O:44])=[O:45])[CH2:39][CH2:38]2)[CH2:26][CH2:27][N:28]2[CH2:33][CH2:32][CH:31]([NH:34][CH3:35])[CH2:30][CH2:29]2)[CH:19]=[C:18]([F:17])[CH:23]=1. (6) Given the reactants C([O-])(O)=O.[Na+].[I:6]N1C(=O)CCC1=O.[F:14][C:15]1[CH:20]=[CH:19][C:18]([C:21]2[C:22](C(O)=O)=[C:23]3[CH2:28][CH2:27][CH:26]([CH3:29])[N:24]3[N:25]=2)=[CH:17][CH:16]=1.O, predict the reaction product. The product is: [F:14][C:15]1[CH:20]=[CH:19][C:18]([C:21]2[C:22]([I:6])=[C:23]3[CH2:28][CH2:27][CH:26]([CH3:29])[N:24]3[N:25]=2)=[CH:17][CH:16]=1. (7) Given the reactants Cl.[CH3:2][C:3]1[CH:8]=[CH:7][C:6]([CH:9]([C:17]2[CH:22]=[CH:21][C:20]([CH3:23])=[CH:19][CH:18]=2)[CH:10]2[C:15](=[O:16])[CH2:14][CH2:13][NH:12][CH2:11]2)=[CH:5][CH:4]=1.C(NCC)(C)C.[OH:30][C:31]1[CH:38]=[CH:37][C:34]([CH2:35]O)=[CH:33][CH:32]=1, predict the reaction product. The product is: [CH3:2][C:3]1[CH:4]=[CH:5][C:6]([CH:9]([C:17]2[CH:18]=[CH:19][C:20]([CH3:23])=[CH:21][CH:22]=2)[CH:10]2[C:15](=[O:16])[CH2:14][CH2:13][N:12]([CH2:35][C:34]3[CH:37]=[CH:38][C:31]([OH:30])=[CH:32][CH:33]=3)[CH2:11]2)=[CH:7][CH:8]=1. (8) Given the reactants Br[CH2:2][CH2:3][CH2:4][N:5]1[CH:9]=[CH:8][CH:7]=[CH:6]1.FCCCC[N:15]1[CH:19]=[C:18]([NH2:20])[CH:17]=[N:16]1, predict the reaction product. The product is: [N:5]1([CH2:4][CH2:3][CH2:2][N:15]2[CH:19]=[C:18]([NH2:20])[CH:17]=[N:16]2)[CH:9]=[CH:8][CH:7]=[CH:6]1. (9) The product is: [CH3:23][N:18]([C:14]1[CH:15]=[CH:16][CH:17]=[C:12]([CH2:11][NH:10][C:6]2[C:5]3[N:4]([N:3]=[C:2]([NH:38][C:35]4[CH:34]=[CH:33][C:32]([N:29]5[CH2:28][CH2:27][N:26]([CH3:25])[CH2:31][CH2:30]5)=[CH:37][CH:36]=4)[N:24]=3)[CH:9]=[CH:8][CH:7]=2)[CH:13]=1)[S:19]([CH3:22])(=[O:21])=[O:20]. Given the reactants Cl[C:2]1[N:24]=[C:5]2[C:6]([NH:10][CH2:11][C:12]3[CH:13]=[C:14]([N:18]([CH3:23])[S:19]([CH3:22])(=[O:21])=[O:20])[CH:15]=[CH:16][CH:17]=3)=[CH:7][CH:8]=[CH:9][N:4]2[N:3]=1.[CH3:25][N:26]1[CH2:31][CH2:30][N:29]([C:32]2[CH:37]=[CH:36][C:35]([NH2:38])=[CH:34][CH:33]=2)[CH2:28][CH2:27]1.C1(P(C2CCCCC2)C2C=CC=CC=2C2C=CC=CC=2P(C2CCCCC2)C2CCCCC2)CCCCC1, predict the reaction product.